From a dataset of Reaction yield outcomes from USPTO patents with 853,638 reactions. Predict the reaction yield, written as a fraction of the theoretical maximum amount of product (1.0 means a 100% yield; for example, 0.34 means a 34% yield). (1) The reactants are O=O.[C:3]([O:7][C:8]([N:10]1[CH2:15][CH2:14][C:13]([C:16]2[C:24]3[C:19](=[CH:20][CH:21]=[CH:22][CH:23]=3)[NH:18][CH:17]=2)=[C:12]([C:25]([OH:27])=[O:26])[CH2:11]1)=[O:9])([CH3:6])([CH3:5])[CH3:4].C(N(CC)CC)C.[H][H]. The catalyst is COC(C)(C)C.CO. The product is [C:3]([O:7][C:8]([N:10]1[CH2:15][CH2:14][CH:13]([C:16]2[C:24]3[C:19](=[CH:20][CH:21]=[CH:22][CH:23]=3)[NH:18][CH:17]=2)[CH:12]([C:25]([OH:27])=[O:26])[CH2:11]1)=[O:9])([CH3:6])([CH3:4])[CH3:5]. The yield is 0.890. (2) The product is [CH3:17][O:18][CH:2]([C:4]1[NH:8][C:7]2[CH:9]=[CH:10][CH:11]=[CH:12][C:6]=2[N:5]=1)[CH3:3]. The yield is 1.00. The catalyst is CO. The reactants are Cl[CH:2]([C:4]1[NH:8][C:7]2[CH:9]=[CH:10][CH:11]=[CH:12][C:6]=2[N:5]=1)[CH3:3].C[O-].[Na+].C[CH2:17][O:18]C(C)=O. (3) The reactants are [N:1]1[CH:6]=[CH:5][CH:4]=[CH:3][C:2]=1[C:7]1[O:11][CH:10]=[N:9][CH:8]=1.[C:12]([O:19][CH3:20])(=[O:18])[CH2:13][CH2:14][C:15]([O-])=[O:16]. No catalyst specified. The product is [O:16]=[C:15]([C:10]1[O:11][C:7]([C:2]2[CH:3]=[CH:4][CH:5]=[CH:6][N:1]=2)=[CH:8][N:9]=1)[CH2:14][CH2:13][C:12]([O:19][CH3:20])=[O:18]. The yield is 0.160. (4) The reactants are [CH3:1][O:2][C:3]1[CH:9]=[CH:8][C:6]([NH2:7])=[CH:5][CH:4]=1.C(N(CC)CC)C.[Cl-].ClC1N(C)CC[NH+]1C.[CH3:26][O:27][C:28]1[C:29]([CH3:58])=[C:30]([C:49]([O:56][CH3:57])=[C:50]([O:54][CH3:55])[C:51]=1[O:52][CH3:53])[CH2:31][C:32]1[CH:33]=[CH:34][C:35]([O:41][CH2:42][C:43]2[CH:48]=[CH:47][CH:46]=[CH:45][CH:44]=2)=[C:36]([CH:40]=1)[C:37](O)=[O:38]. The catalyst is C(Cl)Cl. The product is [CH3:26][O:27][C:28]1[C:29]([CH3:58])=[C:30]([C:49]([O:56][CH3:57])=[C:50]([O:54][CH3:55])[C:51]=1[O:52][CH3:53])[CH2:31][C:32]1[CH:33]=[CH:34][C:35]([O:41][CH2:42][C:43]2[CH:48]=[CH:47][CH:46]=[CH:45][CH:44]=2)=[C:36]([CH:40]=1)[C:37]([NH:7][C:6]1[CH:8]=[CH:9][C:3]([O:2][CH3:1])=[CH:4][CH:5]=1)=[O:38]. The yield is 0.370. (5) The reactants are Br[C:2]1[CH:11]=[C:10]2[C:5]([N:6]=[CH:7][CH:8]=[N:9]2)=[C:4]([C:12]([NH:14][CH2:15][C:16]([O:18]CC)=[O:17])=[O:13])[C:3]=1[OH:21].[CH:22]([Si:25]([CH:37]([CH3:39])[CH3:38])([CH:34]([CH3:36])[CH3:35])[N:26]1[CH:30]=[CH:29][C:28](B(O)O)=[CH:27]1)([CH3:24])[CH3:23].C(=O)([O-])[O-].[K+].[K+]. The catalyst is O1CCOCC1.O.[Cl-].[Na+].O.C1C=CC([P]([Pd]([P](C2C=CC=CC=2)(C2C=CC=CC=2)C2C=CC=CC=2)([P](C2C=CC=CC=2)(C2C=CC=CC=2)C2C=CC=CC=2)[P](C2C=CC=CC=2)(C2C=CC=CC=2)C2C=CC=CC=2)(C2C=CC=CC=2)C2C=CC=CC=2)=CC=1. The product is [OH:21][C:3]1[C:4]([C:12]([NH:14][CH2:15][C:16]([OH:18])=[O:17])=[O:13])=[C:5]2[C:10](=[CH:11][C:2]=1[C:28]1[CH:29]=[CH:30][N:26]([Si:25]([CH:34]([CH3:36])[CH3:35])([CH:37]([CH3:39])[CH3:38])[CH:22]([CH3:23])[CH3:24])[CH:27]=1)[N:9]=[CH:8][CH:7]=[N:6]2. The yield is 0.445. (6) The reactants are [CH3:1][O:2][C:3]1[CH:27]=[C:26]([O:28][CH3:29])[CH:25]=[CH:24][C:4]=1[CH2:5][N:6]([C:19]1[S:23][N:22]=[CH:21][N:20]=1)[S:7]([C:10]1[CH:15]=[C:14]([F:16])[C:13](F)=[CH:12][C:11]=1[F:18])(=[O:9])=[O:8].[C:30]1([C@H:36]2[CH2:40][CH2:39][CH2:38][C@@H:37]2[OH:41])[CH:35]=[CH:34][CH:33]=[CH:32][CH:31]=1.[H-].[Na+]. The catalyst is CS(C)=O. The product is [CH3:1][O:2][C:3]1[CH:27]=[C:26]([O:28][CH3:29])[CH:25]=[CH:24][C:4]=1[CH2:5][N:6]([C:19]1[S:23][N:22]=[CH:21][N:20]=1)[S:7]([C:10]1[CH:15]=[C:14]([F:16])[C:13]([O:41][C@H:37]2[CH2:38][CH2:39][CH2:40][C@@H:36]2[C:30]2[CH:35]=[CH:34][CH:33]=[CH:32][CH:31]=2)=[CH:12][C:11]=1[F:18])(=[O:8])=[O:9]. The yield is 0.330. (7) The reactants are C(O)(=O)C.[Br:5][C:6]1[CH:7]=[C:8]([CH:10]=[C:11]([CH:13]([F:15])[F:14])[CH:12]=1)[NH2:9].Cl[C:17]1[N:22]=[C:21]([C:23]([F:26])([F:25])[F:24])[CH:20]=[CH:19][N:18]=1. The catalyst is O1CCOCC1.C(OCC)(=O)C. The product is [Br:5][C:6]1[CH:7]=[C:8]([NH:9][C:17]2[N:22]=[C:21]([C:23]([F:26])([F:25])[F:24])[CH:20]=[CH:19][N:18]=2)[CH:10]=[C:11]([CH:13]([F:14])[F:15])[CH:12]=1. The yield is 0.340. (8) The reactants are [CH3:1][CH:2]1[CH2:7][CH2:6][C:5](=O)[CH2:4][CH2:3]1.[NH:9]1[CH2:14][CH2:13][O:12][CH2:11][CH2:10]1. The catalyst is C1C=CC=CC=1. The product is [CH3:1][CH:2]1[CH2:7][CH2:6][C:5]([N:9]2[CH2:14][CH2:13][O:12][CH2:11][CH2:10]2)=[CH:4][CH2:3]1. The yield is 0.700. (9) The product is [C:1]([C:5]1[CH:9]=[C:8]([C:10]([OH:12])=[O:11])[N:7]([CH2:15][CH2:16][N:17]([CH3:19])[CH3:18])[N:6]=1)([CH3:4])([CH3:2])[CH3:3]. The reactants are [C:1]([C:5]1[CH:9]=[C:8]([C:10]([O:12]CC)=[O:11])[N:7]([CH2:15][CH2:16][N:17]([CH3:19])[CH3:18])[N:6]=1)([CH3:4])([CH3:3])[CH3:2].[Li+].[OH-]. The catalyst is C1COCC1. The yield is 0.290. (10) The reactants are [CH3:1][C:2]1[C:7]([CH3:8])=[CH:6][C:5]([CH3:9])=[CH:4][C:3]=1[OH:10].Br[CH2:12][C:13]([C:15]1[CH:20]=[CH:19][CH:18]=[C:17]([O:21][CH3:22])[CH:16]=1)=[O:14]. No catalyst specified. The product is [CH3:22][O:21][C:17]1[CH:16]=[C:15]([C:13](=[O:14])[CH2:12][O:10][C:3]2[CH:4]=[C:5]([CH3:9])[CH:6]=[C:7]([CH3:8])[C:2]=2[CH3:1])[CH:20]=[CH:19][CH:18]=1. The yield is 0.880.